This data is from Reaction yield outcomes from USPTO patents with 853,638 reactions. The task is: Predict the reaction yield, written as a fraction of the theoretical maximum amount of product (1.0 means a 100% yield; for example, 0.34 means a 34% yield). (1) The reactants are Br[C:2]1[S:3][C:4]([C:7]([O:9][CH2:10][CH3:11])=[O:8])=[CH:5][N:6]=1.[F:12][C:13]([F:32])([F:31])[C:14]1[CH:15]=[C:16](/[CH:20]=[CH:21]/B2OC(C)(C)C(C)(C)O2)[CH:17]=[CH:18][CH:19]=1.C(=O)([O-])[O-].[Na+].[Na+].O. The catalyst is COCCOC.C1C=CC(P(C2C=CC=CC=2)[C-]2C=CC=C2)=CC=1.C1C=CC(P(C2C=CC=CC=2)[C-]2C=CC=C2)=CC=1.Cl[Pd]Cl.[Fe+2]. The product is [CH2:10]([O:9][C:7]([C:4]1[S:3][C:2](/[CH:21]=[CH:20]/[C:16]2[CH:17]=[CH:18][CH:19]=[C:14]([C:13]([F:12])([F:31])[F:32])[CH:15]=2)=[N:6][CH:5]=1)=[O:8])[CH3:11]. The yield is 0.740. (2) The reactants are CC1C=CC(S([N:11]2[CH:15]=[C:14]([CH:16]=O)[CH:13]=[N:12]2)(=O)=[O:9])=CC=1.[NH2:18][C:19]1[CH:24]=[CH:23][CH:22]=[CH:21][C:20]=1[CH2:25][C:26]([OH:28])=O.C(O)(=O)C.C(O[BH-](OC(=O)C)OC(=O)C)(=O)C.[Na+]. The catalyst is C1COCC1.O.O. The product is [OH2:9].[NH:11]1[CH:15]=[C:14]([CH2:16][N:18]2[C:19]3[C:20](=[CH:21][CH:22]=[CH:23][CH:24]=3)[CH2:25][C:26]2=[O:28])[CH:13]=[N:12]1. The yield is 0.0800. (3) The reactants are [NH2:1][C:2]1[CH:7]=[CH:6][C:5]([CH:8]2[C:17]([CH3:19])([CH3:18])[CH2:16][C:15]3[C:10](=[CH:11][CH:12]=[C:13]([C:20]([O:22][CH3:23])=[O:21])[CH:14]=3)[NH:9]2)=[CH:4][CH:3]=1.[CH:24]1([C:28](O)=[O:29])[CH2:27][CH2:26][CH2:25]1.C(N(CC)C(C)C)(C)C.P(Cl)(Cl)(Cl)=O. The catalyst is ClCCl. The product is [CH:24]1([C:28]([NH:1][C:2]2[CH:3]=[CH:4][C:5]([CH:8]3[C:17]([CH3:18])([CH3:19])[CH2:16][C:15]4[C:10](=[CH:11][CH:12]=[C:13]([C:20]([O:22][CH3:23])=[O:21])[CH:14]=4)[NH:9]3)=[CH:6][CH:7]=2)=[O:29])[CH2:27][CH2:26][CH2:25]1. The yield is 0.670. (4) The reactants are [NH2:1][C:2]([C:7]([OH:9])=[O:8])([CH2:5][CH3:6])[CH2:3][CH3:4].[OH-].[Na+].[C:12](O[C:12]([O:14][C:15]([CH3:18])([CH3:17])[CH3:16])=[O:13])([O:14][C:15]([CH3:18])([CH3:17])[CH3:16])=[O:13]. The catalyst is O1CCOCC1. The product is [C:15]([O:14][C:12]([NH:1][C:2]([CH2:5][CH3:6])([CH2:3][CH3:4])[C:7]([OH:9])=[O:8])=[O:13])([CH3:18])([CH3:17])[CH3:16]. The yield is 0.280. (5) The reactants are [Cl:1][C:2]1[CH:3]=[C:4]2[C:8](=[CH:9][CH:10]=1)[NH:7][CH:6]=[CH:5]2.[H-].[Na+].Cl[CH2:14][C:15]1[C:16]([F:21])=[N:17][CH:18]=[CH:19][CH:20]=1. The catalyst is CN(C=O)C. The product is [Cl:1][C:2]1[CH:3]=[C:4]2[C:8](=[CH:9][CH:10]=1)[N:7]([CH2:14][C:15]1[C:16]([F:21])=[N:17][CH:18]=[CH:19][CH:20]=1)[CH:6]=[CH:5]2. The yield is 0.590. (6) The product is [CH3:25][C:5]1([CH2:8][O:9][C:13]2[CH:20]=[CH:19][C:16]([CH:17]=[O:18])=[CH:15][C:14]=2[C:21]([F:24])([F:23])[F:22])[CH2:4][CH2:3][CH2:2][CH2:7][CH2:6]1. The reactants are C[CH:2]1[CH2:7][CH2:6][CH:5]([CH2:8][OH:9])[CH2:4][CH2:3]1.[H-].[Na+].F[C:13]1[CH:20]=[CH:19][C:16]([CH:17]=[O:18])=[CH:15][C:14]=1[C:21]([F:24])([F:23])[F:22].[CH3:25]N(C)C=O. The yield is 0.870. No catalyst specified. (7) The reactants are [CH3:1][CH2:2][N:3]([CH:7]([CH3:9])C)[CH:4]([CH3:6])C.[F:10][C:11]1[CH:16]=[CH:15][C:14]([C:17]2[NH:21][N:20]=[C:19]([C:22]([NH:24]CC(O)=O)=[O:23])[CH:18]=2)=[CH:13][CH:12]=1.C1(C2NN=C(C(NCC(O)=O)=[O:41])C=2)C=CC=CC=1.FC1C=CC(CC(C2C=CC=CC=2)=O)=CC=1.C1C=CC2N(O)N=NC=2C=1.CCN=C=NCCCN(C)C.[ClH:84].Cl.Cl[C:87]1[CH:88]=[N:89][CH:90]=[C:91]([O:93][CH:94]2CCNCC2)[CH:92]=1.Cl.ClC1C=CC=CC=1OC1CCNCC1.CN(C=O)C. The catalyst is O. The product is [Cl:84][C:90]1[C:91]([O:93][CH:94]2[CH2:1][CH2:2][N:3]([C:4](=[O:41])[CH2:6][NH:24][C:22]([C:19]3[CH:18]=[C:17]([C:14]4[CH:13]=[CH:12][C:11]([F:10])=[CH:16][CH:15]=4)[NH:21][N:20]=3)=[O:23])[CH2:7][CH2:9]2)=[CH:92][CH:87]=[CH:88][N:89]=1. The yield is 0.585. (8) The reactants are [NH2:1][C@@H:2]([CH3:18])[CH2:3][N:4]1[CH:8]=[CH:7][C:6]([C:9]2[CH:16]=[CH:15][C:12]([C:13]#[N:14])=[C:11]([Cl:17])[CH:10]=2)=[N:5]1.[NH2:19][C:20]1[S:21][CH:22]=[C:23]([C:25](O)=[O:26])[N:24]=1.CCN(C(C)C)C(C)C.C1C=CC2N(O)N=NC=2C=1.CCN=C=NCCCN(C)C. No catalyst specified. The product is [NH2:19][C:20]1[S:21][CH:22]=[C:23]([C:25]([NH:1][C@@H:2]([CH3:18])[CH2:3][N:4]2[CH:8]=[CH:7][C:6]([C:9]3[CH:16]=[CH:15][C:12]([C:13]#[N:14])=[C:11]([Cl:17])[CH:10]=3)=[N:5]2)=[O:26])[N:24]=1. The yield is 0.630. (9) The reactants are Br[C:2]1[CH:3]=[N:4][CH:5]=[C:6]([N+:9]([O-:11])=[O:10])[C:7]=1[NH2:8].[CH3:12][N:13]1[CH2:18][CH2:17][NH:16][CH2:15][CH2:14]1. The catalyst is CCOC(C)=O.O. The product is [CH3:12][N:13]1[CH2:18][CH2:17][N:16]([C:2]2[CH:3]=[N:4][CH:5]=[C:6]([N+:9]([O-:11])=[O:10])[C:7]=2[NH2:8])[CH2:15][CH2:14]1. The yield is 0.567.